Dataset: Full USPTO retrosynthesis dataset with 1.9M reactions from patents (1976-2016). Task: Predict the reactants needed to synthesize the given product. (1) Given the product [Cl:1][C:2]1[CH:7]=[CH:6][C:5]([O:15][CH2:11][CH3:12])=[CH:4][C:3]=1[N+:8]([O-:10])=[O:9], predict the reactants needed to synthesize it. The reactants are: [Cl:1][C:2]1[CH:7]=[CH:6][CH:5]=[CH:4][C:3]=1[N+:8]([O-:10])=[O:9].[CH2:11](I)[CH3:12].C(=O)([O-])[O-:15].[K+].[K+]. (2) Given the product [F:1][C:2]1[C:18]([C:19]#[C:20][C:21]([OH:36])([C:23]2[NH:27][CH:26]=[CH:25][N:24]=2)[CH3:22])=[CH:17][C:5]2[C:6]3[N:7]([CH:11]=[C:12]([C:14]([NH2:16])=[O:15])[N:13]=3)[CH2:8][CH2:9][O:10][C:4]=2[CH:3]=1, predict the reactants needed to synthesize it. The reactants are: [F:1][C:2]1[C:18]([C:19]#[C:20][C:21]([OH:36])([C:23]2[N:24](COCC[Si](C)(C)C)[CH:25]=[CH:26][N:27]=2)[CH3:22])=[CH:17][C:5]2[C:6]3[N:7]([CH:11]=[C:12]([C:14]([NH2:16])=[O:15])[N:13]=3)[CH2:8][CH2:9][O:10][C:4]=2[CH:3]=1.C(O)(C(F)(F)F)=O.C(=O)([O-])[O-].[K+].[K+]. (3) The reactants are: [CH2:1]([C:5]1[S:9][N:8]=[C:7]([C:10]([O:12]CC)=[O:11])[CH:6]=1)[CH2:2][CH2:3][CH3:4].C(O)C.[OH-].[K+].Cl. Given the product [CH2:1]([C:5]1[S:9][N:8]=[C:7]([C:10]([OH:12])=[O:11])[CH:6]=1)[CH2:2][CH2:3][CH3:4], predict the reactants needed to synthesize it. (4) Given the product [CH3:20][N:21]([CH3:25])[CH2:22][CH2:23][O:24][C:27]1[CH:32]=[N:31][C:30]([C:33]2[CH:34]=[C:35]([CH:48]=[CH:49][CH:50]=2)[CH2:36][N:37]2[C:41]3=[N:42][C:43]([CH3:46])=[CH:44][CH:45]=[C:40]3[O:39][C:38]2=[O:47])=[N:29][CH:28]=1, predict the reactants needed to synthesize it. The reactants are: C1(P(C2C=CC=CC=2)C2C=CC=CC=2)C=CC=CC=1.[CH3:20][N:21]([CH3:25])[CH2:22][CH2:23][OH:24].O[C:27]1[CH:28]=[N:29][C:30]([C:33]2[CH:34]=[C:35]([CH:48]=[CH:49][CH:50]=2)[CH2:36][N:37]2[C:41]3=[N:42][C:43]([CH3:46])=[CH:44][CH:45]=[C:40]3[O:39][C:38]2=[O:47])=[N:31][CH:32]=1.N(C(OC(C)(C)C)=O)=NC(OC(C)(C)C)=O. (5) Given the product [BrH:46].[CH2:1]([N:3]1[C:7]2=[N:8][C:9]([CH2:44][CH3:45])=[C:10]([CH2:19][NH:20][C:21](=[O:43])[C:22]3[CH:27]=[CH:26][C:25]([NH:28][C:29](=[O:42])[CH2:30][CH2:31][CH2:32][CH2:33][CH2:34][CH2:35][CH2:36][N:37]([CH2:39][CH2:40][OH:41])[CH3:38])=[CH:24][CH:23]=3)[C:11]([NH:12][CH:13]3[CH2:14][CH2:15][O:16][CH2:17][CH2:18]3)=[C:6]2[CH:5]=[N:4]1)[CH3:2], predict the reactants needed to synthesize it. The reactants are: [CH2:1]([N:3]1[C:7]2=[N:8][C:9]([CH2:44][CH3:45])=[C:10]([CH2:19][NH:20][C:21](=[O:43])[C:22]3[CH:27]=[CH:26][C:25]([NH:28][C:29](=[O:42])[CH2:30][CH2:31][CH2:32][CH2:33][CH2:34][CH2:35][CH2:36][N:37]([CH2:39][CH2:40][OH:41])[CH3:38])=[CH:24][CH:23]=3)[C:11]([NH:12][CH:13]3[CH2:18][CH2:17][O:16][CH2:15][CH2:14]3)=[C:6]2[CH:5]=[N:4]1)[CH3:2].[BrH:46]. (6) Given the product [C:17]([C:16]1[C:15]2[C:10](=[CH:11][C:12]([O:19][CH2:20][CH3:21])=[CH:13][CH:14]=2)[N:9]([CH2:22][CH3:23])[C:8]=1[C:5]1[CH:4]=[CH:3][C:2]([NH:1][P:24](=[O:25])([O:29][CH2:30][CH3:31])[O:26][CH2:27][CH3:28])=[CH:7][CH:6]=1)#[N:18], predict the reactants needed to synthesize it. The reactants are: [NH2:1][C:2]1[CH:7]=[CH:6][C:5]([C:8]2[N:9]([CH2:22][CH3:23])[C:10]3[C:15]([C:16]=2[C:17]#[N:18])=[CH:14][CH:13]=[C:12]([O:19][CH2:20][CH3:21])[CH:11]=3)=[CH:4][CH:3]=1.[P:24](Cl)([O:29][CH2:30][CH3:31])([O:26][CH2:27][CH3:28])=[O:25].C(N(C(C)C)CC)(C)C.C(OCC)(=O)C. (7) The reactants are: Br[C:2]1[CH:18]=[CH:17][CH:16]=[CH:15][C:3]=1[O:4][C:5]1[N:10]=[C:9]([C:11]([F:14])([F:13])[F:12])[CH:8]=[CH:7][N:6]=1.[F:19][C:20]1[CH:25]=[C:24](B2OC(C)(C)C(C)(C)O2)[CH:23]=[CH:22][C:21]=1[C:35]1[CH:36]=[N:37][C:38]([NH2:41])=[N:39][CH:40]=1. Given the product [F:19][C:20]1[CH:25]=[C:24]([C:2]2[CH:18]=[CH:17][CH:16]=[CH:15][C:3]=2[O:4][C:5]2[N:10]=[C:9]([C:11]([F:14])([F:13])[F:12])[CH:8]=[CH:7][N:6]=2)[CH:23]=[CH:22][C:21]=1[C:35]1[CH:40]=[N:39][C:38]([NH2:41])=[N:37][CH:36]=1, predict the reactants needed to synthesize it.